This data is from Full USPTO retrosynthesis dataset with 1.9M reactions from patents (1976-2016). The task is: Predict the reactants needed to synthesize the given product. (1) Given the product [CH2:15]([O:14][C:12](=[O:13])[NH:11][C@H:4]([CH2:3][OH:2])[CH2:5][CH2:6][C:7]([F:10])([F:9])[F:8])[C:16]1[CH:21]=[CH:20][CH:19]=[CH:18][CH:17]=1, predict the reactants needed to synthesize it. The reactants are: C[O:2][C:3](=O)[C@@H:4]([NH:11][C:12]([O:14][CH2:15][C:16]1[CH:21]=[CH:20][CH:19]=[CH:18][CH:17]=1)=[O:13])[CH2:5][CH2:6][C:7]([F:10])([F:9])[F:8].[Li+].[BH4-]. (2) Given the product [CH:1]1([CH:7]([NH:19][C:20]2[CH:21]=[CH:22][C:23]([C:24]([O:26][CH3:27])=[O:25])=[CH:28][CH:29]=2)[C:9]2[O:31][C:12]3=[N:13][CH:14]=[CH:15][CH:16]=[C:11]3[C:10]=2[CH3:18])[CH2:6][CH2:5][CH2:4][CH2:3][CH2:2]1, predict the reactants needed to synthesize it. The reactants are: [CH:1]1([C:7]([C:9]2S[C:12]3=[N:13][CH:14]=[CH:15][CH:16]=[C:11]3[C:10]=2[CH3:18])=O)[CH2:6][CH2:5][CH2:4][CH2:3][CH2:2]1.[NH2:19][C:20]1[CH:29]=[CH:28][C:23]([C:24]([O:26][CH3:27])=[O:25])=[CH:22][CH:21]=1.C(=O)([O-])[OH:31].[Na+].C([BH3-])#N.[Na+]. (3) Given the product [F:1][C:2]1([F:25])[CH2:7][CH2:6][CH2:5][C:4]([CH2:9][NH:10][C:11]([C:13]2[C:14]3[CH:15]=[CH:16][C:17]([N:38]4[CH2:39][CH2:40][CH:36]([NH2:35])[CH2:37]4)=[N:18][C:19]=3[CH:20]=[CH:21][C:22]=2[Cl:23])=[O:12])([OH:8])[CH2:3]1, predict the reactants needed to synthesize it. The reactants are: [F:1][C:2]1([F:25])[CH2:7][CH2:6][CH2:5][C:4]([CH2:9][NH:10][C:11]([C:13]2[C:14]3[CH:15]=[CH:16][C:17](Cl)=[N:18][C:19]=3[CH:20]=[CH:21][C:22]=2[Cl:23])=[O:12])([OH:8])[CH2:3]1.CCN(C(C)C)C(C)C.[NH2:35][CH:36]1[CH2:40][CH2:39][NH:38][CH2:37]1. (4) Given the product [CH2:1]([C:4]1[C:9]([O:10][CH2:11][C:12]2[CH:17]=[CH:16][C:15]([O:18][CH3:19])=[CH:14][CH:13]=2)=[CH:8][CH:7]=[CH:6][C:5]=1[C:20](=[O:39])[C:21]#[C:22][CH2:23][CH2:24][C@@H:25]([O:31][CH2:32][C:33]1[CH:38]=[CH:37][CH:36]=[CH:35][CH:34]=1)[CH2:26][CH2:27][CH2:28][CH2:29][CH3:30])[CH:2]=[CH2:3], predict the reactants needed to synthesize it. The reactants are: [CH2:1]([C:4]1[C:9]([O:10][CH2:11][C:12]2[CH:17]=[CH:16][C:15]([O:18][CH3:19])=[CH:14][CH:13]=2)=[CH:8][CH:7]=[CH:6][C:5]=1[C@@H:20]([OH:39])[C:21]#[C:22][CH2:23][CH2:24][CH:25]([O:31][CH2:32][C:33]1[CH:38]=[CH:37][CH:36]=[CH:35][CH:34]=1)[CH2:26][CH2:27][CH2:28][CH2:29][CH3:30])[CH:2]=[CH2:3].[Cr](Cl)([O-])(=O)=O.[NH+]1C=CC=CC=1.CCCCCCC.